Binary Classification. Given a drug SMILES string, predict its activity (active/inactive) in a high-throughput screening assay against a specified biological target. From a dataset of Choline transporter screen with 302,306 compounds. The molecule is S(=O)(=O)(N1CC(CCC1)C(=O)NC1CCCCCC1)c1sccc1. The result is 0 (inactive).